Dataset: Forward reaction prediction with 1.9M reactions from USPTO patents (1976-2016). Task: Predict the product of the given reaction. (1) Given the reactants [CH3:1][O:2][C:3]([C:5]1[CH:10]=[CH:9][N:8]=[CH:7][C:6]=1[C:11]#[C:12][CH:13]1[N:18]([C:19]([O:21][C:22]([CH3:25])([CH3:24])[CH3:23])=[O:20])[CH2:17][CH:16]([C:26]([O:28][CH3:29])=[O:27])[CH2:15][CH2:14]1)=[O:4].C(O)(C(F)(F)F)=O, predict the reaction product. The product is: [CH3:1][O:2][C:3]([C:5]1[CH:10]=[CH:9][N:8]=[CH:7][C:6]=1[CH2:11][CH2:12][CH:13]1[N:18]([C:19]([O:21][C:22]([CH3:23])([CH3:24])[CH3:25])=[O:20])[CH2:17][CH:16]([C:26]([O:28][CH3:29])=[O:27])[CH2:15][CH2:14]1)=[O:4]. (2) Given the reactants [NH2:1][C:2]1[C:6]([C:7]([O:9][CH2:10][CH3:11])=[O:8])=[CH:5][NH:4][N:3]=1.I[C:13]1[CH:14]=[N:15][CH:16]=[CH:17][CH:18]=1.C(=O)([O-])[O-].[Cs+].[Cs+].[Cl-].[Na+], predict the reaction product. The product is: [NH2:1][C:2]1[C:6]([C:7]([O:9][CH2:10][CH3:11])=[O:8])=[CH:5][N:4]([C:13]2[CH:14]=[N:15][CH:16]=[CH:17][CH:18]=2)[N:3]=1. (3) Given the reactants [C:1]([C:3]1[C:4]([S:22][CH2:23][C:24]([NH2:26])=[O:25])=[N:5][C:6]([NH:18][CH:19]2[CH2:21][CH2:20]2)=[N:7][C:8]=1[C:9]1[CH:17]=[CH:16][C:12]2[CH2:13][CH2:14][O:15][C:11]=2[CH:10]=1)#[N:2].CC[O-].[Na+].Cl, predict the reaction product. The product is: [NH2:2][C:1]1[C:3]2[C:8]([C:9]3[CH:17]=[CH:16][C:12]4[CH2:13][CH2:14][O:15][C:11]=4[CH:10]=3)=[N:7][C:6]([NH:18][CH:19]3[CH2:21][CH2:20]3)=[N:5][C:4]=2[S:22][C:23]=1[C:24]([NH2:26])=[O:25].